Dataset: Experimentally validated miRNA-target interactions with 360,000+ pairs, plus equal number of negative samples. Task: Binary Classification. Given a miRNA mature sequence and a target amino acid sequence, predict their likelihood of interaction. (1) The miRNA is hsa-miR-519a-3p with sequence AAAGUGCAUCCUUUUAGAGUGU. The protein sequence of the target gene is MEVNAGGVIAYISSSSSASSPASCHSEGSENSFQSSSSSVPSSPNSSNSDTNGNPKNGDLANIEGILKNDRIDCSMKTSKSSAPGMTKSHSGVTKFSGMVLLCKVCGDVASGFHYGVHACEGCKGFFRRSIQQNIQYKKCLKNENCSIMRMNRNRCQQCRFKKCLSVGMSRDAVRFGRIPKREKQRMLIEMQSAMKTMMNSQFSGHLQNDTLVEHHEQTALPAQEQLRPKPQLEQENIKSSSPPSSDFAKEEVIGMVTRAHKDTFMYNQEQQENSAESMQPQRGERIPKNMEQYNLNHDH.... Result: 1 (interaction). (2) The miRNA is hsa-miR-1264 with sequence CAAGUCUUAUUUGAGCACCUGUU. The protein sequence of the target gene is MSKPELKEDKMLEVHFVGDDDVLNHILDREGGAKLKKERAQLLVNPKKIIKKPEYDLEEDDQEVLKDQNYVEIMGRDVQESLKNGSATGGGNKVYSFQNRKHSEKMAKLASELAKTPQKSVSFSLKNDPEITINVPQSSKGHSASDKVQPKNNDKSEFLSTAPRSLRKRLIVPRSHSDSESEYSASNSEDDEGVAQEHEEDTNAVIFSQKIQAQNRVVSAPVGKETPSKRMKRDKTSDLVEEYFEAHSSSKVLTSDRTLQKLKRAKLDQQTLRNLLSKVSPSFSAELKQLNQQYEKLFHK.... Result: 0 (no interaction). (3) The miRNA is hsa-miR-3688-5p with sequence AGUGGCAAAGUCUUUCCAUAU. The protein sequence of the target gene is MIEDSGKRGNTMAERRQLFAEMRAQDLDRIRLSTYRTACKLRFVQKKCNLHLVDIWNVIEALRENALNNLDPNIELNVARLEAVLSTIFYQLNKRMPTTHQIHVEQSISLLLNFLLAAFDPEGHGKISVFAVKMALATLCGGKIMDKLRYIFSMISDSSGVMVYGRYDQFLREVLKLPTAVFEGPSFGYTEQSARSCFSQQKKVTLNGFLDTLMSDPPPQCLVWLPLLHRLANVENVFHPVECSYCHSESMMGFRYRCQQCHNYQLCQDCFWRGHAGGSHSNQHQMKEYTSWKSPAKKLT.... Result: 0 (no interaction).